This data is from Full USPTO retrosynthesis dataset with 1.9M reactions from patents (1976-2016). The task is: Predict the reactants needed to synthesize the given product. (1) The reactants are: C([O:5][C:6]([C:8]1[CH:17]=[C:16]2[C:11]([CH2:12][CH:13]([CH2:19][C:20]([O:22][CH3:23])=[O:21])[C:14](=[O:18])[NH:15]2)=[CH:10][CH:9]=1)=[O:7])(C)(C)C.Cl. Given the product [CH3:23][O:22][C:20]([CH2:19][CH:13]1[CH2:12][C:11]2[C:16](=[CH:17][C:8]([C:6]([OH:7])=[O:5])=[CH:9][CH:10]=2)[NH:15][C:14]1=[O:18])=[O:21], predict the reactants needed to synthesize it. (2) The reactants are: Br[C:2]1[CH:7]=[CH:6][C:5]([NH:8][C:9]2[S:10][C:11]3[CH2:17][CH2:16][CH2:15][CH:14]([C:18]4[CH:23]=[CH:22][CH:21]=[CH:20][CH:19]=4)[C:12]=3[N:13]=2)=[CH:4][C:3]=1[O:24][CH3:25].[CH3:26][N:27]1[CH:31]=[C:30](B2OC(C)(C)C(C)(C)O2)[CH:29]=[N:28]1.[F-].[K+]. Given the product [CH3:25][O:24][C:3]1[CH:4]=[C:5]([NH:8][C:9]2[S:10][C:11]3[CH2:17][CH2:16][CH2:15][CH:14]([C:18]4[CH:23]=[CH:22][CH:21]=[CH:20][CH:19]=4)[C:12]=3[N:13]=2)[CH:6]=[CH:7][C:2]=1[C:30]1[CH:29]=[N:28][N:27]([CH3:26])[CH:31]=1, predict the reactants needed to synthesize it. (3) Given the product [Cl:24][C:25]1[CH:39]=[C:38]([Cl:40])[CH:37]=[CH:36][C:26]=1[CH2:27][O:28][C:29]1[CH:34]=[CH:33][N:32]([C:2]2[CH:3]=[CH:4][C:5]3[C:6]4[CH2:16][N:15]([C:17]([O:19][C:20]([CH3:23])([CH3:22])[CH3:21])=[O:18])[CH2:14][CH2:13][CH2:12][C:7]=4[N:8]([CH3:11])[C:9]=3[CH:10]=2)[C:31](=[O:35])[CH:30]=1, predict the reactants needed to synthesize it. The reactants are: Br[C:2]1[CH:3]=[CH:4][C:5]2[C:6]3[CH2:16][N:15]([C:17]([O:19][C:20]([CH3:23])([CH3:22])[CH3:21])=[O:18])[CH2:14][CH2:13][CH2:12][C:7]=3[N:8]([CH3:11])[C:9]=2[CH:10]=1.[Cl:24][C:25]1[CH:39]=[C:38]([Cl:40])[CH:37]=[CH:36][C:26]=1[CH2:27][O:28][C:29]1[CH:34]=[CH:33][NH:32][C:31](=[O:35])[CH:30]=1. (4) Given the product [Cl:1][C:2]1[CH:3]=[CH:4][C:5]([C:8]2[C:17]3[C:12](=[CH:13][CH:14]=[CH:15][CH:16]=3)[C:11]([NH:18][C:19]3[CH:24]=[CH:23][C:22]([S:25][C:26]4[C:35]5[C:30](=[CH:31][CH:32]=[C:33]([OH:36])[CH:34]=5)[N:29]=[CH:28][CH:27]=4)=[CH:21][CH:20]=3)=[N:10][N:9]=2)=[CH:6][CH:7]=1, predict the reactants needed to synthesize it. The reactants are: [Cl:1][C:2]1[CH:7]=[CH:6][C:5]([C:8]2[C:17]3[C:12](=[CH:13][CH:14]=[CH:15][CH:16]=3)[C:11]([NH:18][C:19]3[CH:24]=[CH:23][C:22]([S:25][C:26]4[C:35]5[C:30](=[CH:31][CH:32]=[C:33]([O:36]C)[CH:34]=5)[N:29]=[CH:28][CH:27]=4)=[CH:21][CH:20]=3)=[N:10][N:9]=2)=[CH:4][CH:3]=1.CC(O)=O.Br.